From a dataset of Forward reaction prediction with 1.9M reactions from USPTO patents (1976-2016). Predict the product of the given reaction. Given the reactants [NH2:1][C:2]1[N:6]([CH3:7])[C:5]([CH3:8])=[N:4][C:3]=1[C:9]([C:11]1[CH:16]=[CH:15][C:14]([CH3:17])=[CH:13][CH:12]=1)=O.Cl[Si](C)(C)C.[C:23]([O:30][CH3:31])(=[O:29])[CH2:24][CH2:25][C:26]([CH3:28])=O, predict the reaction product. The product is: [CH3:8][C:5]1[N:6]([CH3:7])[C:2]2=[N:1][C:26]([CH3:28])=[C:25]([CH2:24][C:23]([O:30][CH3:31])=[O:29])[C:9]([C:11]3[CH:16]=[CH:15][C:14]([CH3:17])=[CH:13][CH:12]=3)=[C:3]2[N:4]=1.